The task is: Predict the reactants needed to synthesize the given product.. This data is from Full USPTO retrosynthesis dataset with 1.9M reactions from patents (1976-2016). (1) Given the product [OH:8][C:9]([CH:12]1[O:25][CH2:24][C:23]2[C:22]3[C:17](=[CH:18][CH:19]=[CH:20][C:21]=3[CH3:26])[C:16](=[O:27])[NH:15][C:14]=2[CH2:13]1)([CH3:11])[CH3:10], predict the reactants needed to synthesize it. The reactants are: C([O:8][C:9]([CH:12]1[O:25][CH2:24][C:23]2[C:22]3[C:21]([CH3:26])=[CH:20][CH:19]=[CH:18][C:17]=3[C:16](=[O:27])[NH:15][C:14]=2[CH2:13]1)([CH3:11])[CH3:10])C1C=CC=CC=1.Cl.C(O)(=O)C. (2) Given the product [I:14][C:15]1[CH:20]=[CH:19][C:18]([O:21][C:2]2[CH:7]=[N:6][CH:5]=[CH:4][N:3]=2)=[CH:17][CH:16]=1, predict the reactants needed to synthesize it. The reactants are: Cl[C:2]1[CH:7]=[N:6][CH:5]=[CH:4][N:3]=1.C([O-])([O-])=O.[K+].[K+].[I:14][C:15]1[CH:20]=[CH:19][C:18]([OH:21])=[CH:17][CH:16]=1. (3) Given the product [F:43][C:39]1[CH:40]=[CH:41][CH:42]=[C:2]([F:1])[C:3]=1[C:4]([NH:6][C:7]1[CH:12]=[CH:11][CH:10]=[C:9]([C:13]2[N:57]=[C:55]([NH:54][CH2:53][CH2:52][N:46]3[CH2:47][CH2:48][O:49][CH2:50][CH2:51]3)[S:56][C:14]=2[C:15]2[CH:20]=[CH:19][N:18]=[C:17]([NH:21][C:22]3[CH:31]=[C:30]4[C:25]([CH2:26][CH2:27][N:28]([C:32](=[O:37])[C:33]([F:34])([F:36])[F:35])[CH2:29]4)=[CH:24][CH:23]=3)[N:16]=2)[CH:8]=1)=[O:5], predict the reactants needed to synthesize it. The reactants are: [F:1][C:2]1[CH:42]=[CH:41][CH:40]=[C:39]([F:43])[C:3]=1[C:4]([NH:6][C:7]1[CH:12]=[CH:11][CH:10]=[C:9]([C:13](=O)[CH2:14][C:15]2[CH:20]=[CH:19][N:18]=[C:17]([NH:21][C:22]3[CH:31]=[C:30]4[C:25]([CH2:26][CH2:27][N:28]([C:32](=[O:37])[C:33]([F:36])([F:35])[F:34])[CH2:29]4)=[CH:24][CH:23]=3)[N:16]=2)[CH:8]=1)=[O:5].BrBr.[N:46]1([CH2:52][CH2:53][NH:54][C:55]([NH2:57])=[S:56])[CH2:51][CH2:50][O:49][CH2:48][CH2:47]1.C(=O)([O-])[O-].[Mg+2]. (4) The reactants are: [CH3:1][CH:2]([NH2:5])[CH2:3][CH3:4].C(O)C(N)(CO)CO.Cl.[F:15][C:16]([F:28])([F:27])[C:17]1[CH:18]=C(CC(=O)C)[CH:20]=[CH:21][CH:22]=1.C1([C@H](N)C)C=CC=CC=1.C(O)(=O)CCCCCCC/C=C\CCCCCCCC. Given the product [F:15][C:16]([F:28])([F:27])[C:17]1[CH:18]=[C:4]([CH2:3][C@H:2]([NH2:5])[CH3:1])[CH:20]=[CH:21][CH:22]=1, predict the reactants needed to synthesize it. (5) Given the product [CH3:22][O:21][C:17]1[CH:16]=[C:15]([C:2]2[CH:3]=[C:4]3[CH:10]=[CH:9][NH:8][C:5]3=[N:6][CH:7]=2)[CH:14]=[C:13]([O:12][CH3:11])[C:18]=1[O:19][CH3:20], predict the reactants needed to synthesize it. The reactants are: Br[C:2]1[CH:3]=[C:4]2[CH:10]=[CH:9][NH:8][C:5]2=[N:6][CH:7]=1.[CH3:11][O:12][C:13]1[CH:14]=[C:15](B(O)O)[CH:16]=[C:17]([O:21][CH3:22])[C:18]=1[O:19][CH3:20].C([O-])([O-])=O.[Na+].[Na+].CCOC(C)=O. (6) Given the product [CH:1]1([C:4]2[C:5]([C:10]3[CH:11]=[CH:12][C:13]([CH2:16][C:17]([NH:22][C@@H:23]([C:25]4[CH:30]=[CH:29][C:28]([O:31][CH2:32][C:33]([F:36])([F:34])[F:35])=[CH:27][N:26]=4)[CH3:24])=[O:19])=[CH:14][CH:15]=3)=[N:6][CH:7]=[CH:8][N:9]=2)[CH2:2][CH2:3]1, predict the reactants needed to synthesize it. The reactants are: [CH:1]1([C:4]2[C:5]([C:10]3[CH:15]=[CH:14][C:13]([CH2:16][C:17]([OH:19])=O)=[CH:12][CH:11]=3)=[N:6][CH:7]=[CH:8][N:9]=2)[CH2:3][CH2:2]1.[Cl-].[Cl-].[NH3+:22][C@@H:23]([C:25]1[CH:30]=[CH:29][C:28]([O:31][CH2:32][C:33]([F:36])([F:35])[F:34])=[CH:27][NH+:26]=1)[CH3:24].C1C=NC2N(O)N=NC=2C=1.C(Cl)CCl.CCN(C(C)C)C(C)C.